From a dataset of Reaction yield outcomes from USPTO patents with 853,638 reactions. Predict the reaction yield, written as a fraction of the theoretical maximum amount of product (1.0 means a 100% yield; for example, 0.34 means a 34% yield). (1) The reactants are O[CH:2]([CH:7]([N+:9]([O-:11])=[O:10])[CH3:8])[C:3]([O:5][CH3:6])=[O:4].C(N(CC)CC)C. The catalyst is C(Cl)Cl. The product is [N+:9](/[C:7](/[CH3:8])=[CH:2]\[C:3]([O:5][CH3:6])=[O:4])([O-:11])=[O:10]. The yield is 0.770. (2) The reactants are CON(C)[C:4]([C@@H:6]1[O:11][CH2:10][CH2:9][N:8]([C:12]([O:14][C:15]([CH3:18])([CH3:17])[CH3:16])=[O:13])[CH2:7]1)=[O:5].[CH3:20][O:21][CH2:22][CH2:23][CH2:24][CH2:25][Mg]Cl. The catalyst is C1COCC1. The product is [CH3:20][O:21][CH2:22][CH2:23][CH2:24][CH2:25][C:4]([C@@H:6]1[O:11][CH2:10][CH2:9][N:8]([C:12]([O:14][C:15]([CH3:16])([CH3:17])[CH3:18])=[O:13])[CH2:7]1)=[O:5]. The yield is 0.930. (3) The product is [OH:37][NH:36][C:34]([N:24]1[CH2:23][CH2:22][CH:21]([N:10]([CH2:9][C:3]2[C:2]([CH3:1])=[CH:7][C:6]([CH3:8])=[CH:5][N:4]=2)[CH:11]2[C:20]3[N:19]=[CH:18][CH:17]=[CH:16][C:15]=3[CH2:14][CH2:13][CH2:12]2)[CH2:26][CH2:25]1)=[O:33]. The reactants are [CH3:1][C:2]1[C:3]([CH2:9][N:10]([CH:21]2[CH2:26][CH2:25][NH:24][CH2:23][CH2:22]2)[CH:11]2[C:20]3[N:19]=[CH:18][CH:17]=[CH:16][C:15]=3[CH2:14][CH2:13][CH2:12]2)=[N:4][CH:5]=[C:6]([CH3:8])[CH:7]=1.C1([O:33][C:34]([NH:36][OH:37])=O)C=CC=CC=1. The yield is 0.340. The catalyst is C1COCC1. (4) The reactants are [O:1]=[C:2]1[C:7]([C:8]([NH:10][C:11]2[CH:16]=[CH:15][N:14]=[CH:13][CH:12]=2)=[O:9])=[CH:6][CH:5]=[CH:4][NH:3]1.[N+:17]([C:20]1[CH:28]=[CH:27][CH:26]=[C:25]2[C:21]=1[CH2:22][CH2:23][C:24]2=O)([O-:19])=[O:18].C1C=CC(P(C2C=CC=CC=2)C2C=CC=CC=2)=CC=1.CC(OC(/N=N/C(OC(C)C)=O)=O)C. The catalyst is CN(C=O)C.O. The product is [N+:17]([C:20]1[CH:28]=[CH:27][CH:26]=[C:25]2[C:21]=1[CH2:22][CH2:23][CH:24]2[N:3]1[CH:4]=[CH:5][CH:6]=[C:7]([C:8]([NH:10][C:11]2[CH:16]=[CH:15][N:14]=[CH:13][CH:12]=2)=[O:9])[C:2]1=[O:1])([O-:19])=[O:18]. The yield is 0.210.